Dataset: Peptide-MHC class I binding affinity with 185,985 pairs from IEDB/IMGT. Task: Regression. Given a peptide amino acid sequence and an MHC pseudo amino acid sequence, predict their binding affinity value. This is MHC class I binding data. (1) The peptide sequence is YMLKDSAPT. The MHC is HLA-A11:01 with pseudo-sequence HLA-A11:01. The binding affinity (normalized) is 0.0847. (2) The peptide sequence is FYHISTGGY. The MHC is HLA-A26:02 with pseudo-sequence HLA-A26:02. The binding affinity (normalized) is 0.265. (3) The peptide sequence is YYNAFHWAI. The MHC is HLA-A03:01 with pseudo-sequence HLA-A03:01. The binding affinity (normalized) is 0.0847. (4) The peptide sequence is SDHLLSEML. The MHC is HLA-B44:03 with pseudo-sequence HLA-B44:03. The binding affinity (normalized) is 0. (5) The peptide sequence is SLSKEVKSF. The MHC is HLA-A32:01 with pseudo-sequence HLA-A32:01. The binding affinity (normalized) is 0.302.